The task is: Predict the reactants needed to synthesize the given product.. This data is from Full USPTO retrosynthesis dataset with 1.9M reactions from patents (1976-2016). (1) Given the product [CH2:36]([O:35][C:33]([NH:32][C@@H:6]([CH2:5][OH:4])[C:7]([N:9]1[CH2:13][CH2:12][CH2:11][C@H:10]1[C:14]([N:16]1[CH2:20][CH2:19][CH2:18][C@H:17]1[C:21]([NH:23][C@@H:24]([CH2:29][OH:31])[C:25]([O:27][CH3:28])=[O:26])=[O:22])=[O:15])=[O:8])=[O:34])[C:37]1[CH:38]=[CH:39][CH:40]=[CH:41][CH:42]=1, predict the reactants needed to synthesize it. The reactants are: C([O:4][CH2:5][C@@H:6]([NH:32][C:33]([O:35][CH2:36][C:37]1[CH:42]=[CH:41][CH:40]=[CH:39][CH:38]=1)=[O:34])[C:7]([N:9]1[CH2:13][CH2:12][CH2:11][C@H:10]1[C:14]([N:16]1[CH2:20][CH2:19][CH2:18][C@H:17]1[C:21]([NH:23][C@@H:24]([C@H:29]([OH:31])C)[C:25]([O:27][CH3:28])=[O:26])=[O:22])=[O:15])=[O:8])(=O)C.CN1CCOCC1.Cl.COC(=O)[C@@H](NC([C@@H]1CCCN1)=O)CO. (2) Given the product [CH3:22][O:21][C:17]1[CH:16]=[CH:15][N:14]=[C:13]([CH2:12][S+:11]([O-:26])[C:9]2[NH:8][C:7]3[CH:23]=[CH:24][C:4]([O:3][CH:2]([F:1])[F:25])=[CH:5][C:6]=3[N:10]=2)[C:18]=1[O:19][CH3:20], predict the reactants needed to synthesize it. The reactants are: [F:1][CH:2]([F:25])[O:3][C:4]1[CH:24]=[CH:23][C:7]2[NH:8][C:9]([S:11][CH2:12][C:13]3[C:18]([O:19][CH3:20])=[C:17]([O:21][CH3:22])[CH:16]=[CH:15][N:14]=3)=[N:10][C:6]=2[CH:5]=1.[O-:26]S([O-])(=S)=O.[Na+].[Na+].